Predict the reaction yield, written as a fraction of the theoretical maximum amount of product (1.0 means a 100% yield; for example, 0.34 means a 34% yield). From a dataset of Reaction yield outcomes from USPTO patents with 853,638 reactions. (1) The reactants are [C:1]([C:5]1[CH:10]=[CH:9][C:8]([C:11]2[O:12][CH:13]=[C:14]([CH2:16]Cl)[N:15]=2)=[CH:7][CH:6]=1)([CH3:4])([CH3:3])[CH3:2].[NH2:18][C:19]1[CH:28]=[CH:27][C:26]2[C:25]([OH:29])=[CH:24][CH:23]=[CH:22][C:21]=2[CH:20]=1.[S:30](O[S:30]([C:33]([F:36])([F:35])[F:34])(=[O:32])=[O:31])([C:33]([F:36])([F:35])[F:34])(=[O:32])=[O:31]. No catalyst specified. The product is [C:1]([C:5]1[CH:10]=[CH:9][C:8]([C:11]2[O:12][CH:13]=[C:14]([CH2:16][O:29][C:25]3[CH:24]=[CH:23][CH:22]=[C:21]4[C:26]=3[CH:27]=[CH:28][C:19]([NH:18][S:30]([C:33]([F:36])([F:35])[F:34])(=[O:32])=[O:31])=[CH:20]4)[N:15]=2)=[CH:7][CH:6]=1)([CH3:4])([CH3:3])[CH3:2]. The yield is 0.300. (2) The reactants are [CH2:1]([O:3][C:4](=[O:12])[C:5]1[CH:10]=[CH:9][CH:8]=[C:7]([OH:11])[CH:6]=1)[CH3:2].Br[CH2:14][CH2:15][CH2:16][Cl:17].C([O-])([O-])=O.[K+].[K+]. The catalyst is CC(C)=O. The product is [CH2:1]([O:3][C:4](=[O:12])[C:5]1[CH:10]=[CH:9][CH:8]=[C:7]([O:11][CH2:14][CH2:15][CH2:16][Cl:17])[CH:6]=1)[CH3:2]. The yield is 0.680.